Dataset: NCI-60 drug combinations with 297,098 pairs across 59 cell lines. Task: Regression. Given two drug SMILES strings and cell line genomic features, predict the synergy score measuring deviation from expected non-interaction effect. (1) Drug 1: CC1OCC2C(O1)C(C(C(O2)OC3C4COC(=O)C4C(C5=CC6=C(C=C35)OCO6)C7=CC(=C(C(=C7)OC)O)OC)O)O. Drug 2: C1CC(CNC1)C2=CC=C(C=C2)N3C=C4C=CC=C(C4=N3)C(=O)N. Cell line: SK-OV-3. Synergy scores: CSS=21.8, Synergy_ZIP=1.69, Synergy_Bliss=4.85, Synergy_Loewe=-17.5, Synergy_HSA=5.99. (2) Synergy scores: CSS=25.6, Synergy_ZIP=20.3, Synergy_Bliss=20.9, Synergy_Loewe=21.2, Synergy_HSA=21.1. Drug 1: CC1=C(C=C(C=C1)NC2=NC=CC(=N2)N(C)C3=CC4=NN(C(=C4C=C3)C)C)S(=O)(=O)N.Cl. Cell line: KM12. Drug 2: CC1C(C(=O)NC(C(=O)N2CCCC2C(=O)N(CC(=O)N(C(C(=O)O1)C(C)C)C)C)C(C)C)NC(=O)C3=C4C(=C(C=C3)C)OC5=C(C(=O)C(=C(C5=N4)C(=O)NC6C(OC(=O)C(N(C(=O)CN(C(=O)C7CCCN7C(=O)C(NC6=O)C(C)C)C)C)C(C)C)C)N)C. (3) Drug 1: CC1=C(C=C(C=C1)NC2=NC=CC(=N2)N(C)C3=CC4=NN(C(=C4C=C3)C)C)S(=O)(=O)N.Cl. Drug 2: CC1CCC2CC(C(=CC=CC=CC(CC(C(=O)C(C(C(=CC(C(=O)CC(OC(=O)C3CCCCN3C(=O)C(=O)C1(O2)O)C(C)CC4CCC(C(C4)OC)O)C)C)O)OC)C)C)C)OC. Cell line: IGROV1. Synergy scores: CSS=44.8, Synergy_ZIP=8.49, Synergy_Bliss=8.83, Synergy_Loewe=-35.9, Synergy_HSA=9.19. (4) Drug 1: C1CCC(CC1)NC(=O)N(CCCl)N=O. Drug 2: C1CC(C1)(C(=O)O)C(=O)O.[NH2-].[NH2-].[Pt+2]. Cell line: CAKI-1. Synergy scores: CSS=49.2, Synergy_ZIP=-9.80, Synergy_Bliss=0.621, Synergy_Loewe=4.02, Synergy_HSA=7.07. (5) Synergy scores: CSS=-1.76, Synergy_ZIP=-2.41, Synergy_Bliss=-6.45, Synergy_Loewe=-8.79, Synergy_HSA=-6.72. Cell line: UO-31. Drug 1: C1CC(=O)NC(=O)C1N2CC3=C(C2=O)C=CC=C3N. Drug 2: CC1=CC=C(C=C1)C2=CC(=NN2C3=CC=C(C=C3)S(=O)(=O)N)C(F)(F)F.